From a dataset of Reaction yield outcomes from USPTO patents with 853,638 reactions. Predict the reaction yield, written as a fraction of the theoretical maximum amount of product (1.0 means a 100% yield; for example, 0.34 means a 34% yield). (1) No catalyst specified. The product is [CH:33]1([CH2:32][O:31][NH:30][C:29]([C:16]2[C:17]([NH:20][C:21]3[CH:26]=[CH:25][C:24]([Br:27])=[CH:23][C:22]=3[Cl:28])=[C:18]([Cl:19])[C:13]3[N:14]([C:10]([CH2:9][NH:7][CH3:6])=[CH:11][N:12]=3)[CH:15]=2)=[O:36])[CH2:35][CH2:34]1. The yield is 0.830. The reactants are C(O[C:6](=O)[N:7]([CH2:9][C:10]1[N:14]2[CH:15]=[C:16]([C:29](=[O:36])[NH:30][O:31][CH2:32][CH:33]3[CH2:35][CH2:34]3)[C:17]([NH:20][C:21]3[CH:26]=[CH:25][C:24]([Br:27])=[CH:23][C:22]=3[Cl:28])=[C:18]([Cl:19])[C:13]2=[N:12][CH:11]=1)C)(C)(C)C.ClCCl.FC(F)(F)C(O)=O. (2) The reactants are Br[C:2]1[C:3]([CH3:19])=[N:4][N:5]([CH3:18])[C:6]=1[C:7]1[CH:17]=[CH:16][C:10]2[O:11][CH2:12][C:13](=[O:15])[NH:14][C:9]=2[CH:8]=1.[CH3:20][O:21][C:22]1[CH:27]=[CH:26][C:25](B(O)O)=[CH:24][CH:23]=1. No catalyst specified. The product is [CH3:20][O:21][C:22]1[CH:27]=[CH:26][C:25]([C:2]2[C:3]([CH3:19])=[N:4][N:5]([CH3:18])[C:6]=2[C:7]2[CH:17]=[CH:16][C:10]3[O:11][CH2:12][C:13](=[O:15])[NH:14][C:9]=3[CH:8]=2)=[CH:24][CH:23]=1. The yield is 0.710. (3) The yield is 0.790. The reactants are [Cl:1][C:2]1[S:6][C:5]([S:7]([NH:10][C:11]2[CH:20]=[CH:19][C:14]([C:15]([O:17]C)=[O:16])=[C:13]([OH:21])[CH:12]=2)(=[O:9])=[O:8])=[CH:4][C:3]=1[C:22]1[CH:27]=[C:26]([F:28])[CH:25]=[CH:24][C:23]=1[OH:29].OP(O)(O)=O.CCOC(C)=O. The product is [Cl:1][C:2]1[S:6][C:5]([S:7]([NH:10][C:11]2[CH:20]=[CH:19][C:14]([C:15]([OH:17])=[O:16])=[C:13]([OH:21])[CH:12]=2)(=[O:9])=[O:8])=[CH:4][C:3]=1[C:22]1[CH:27]=[C:26]([F:28])[CH:25]=[CH:24][C:23]=1[OH:29]. The catalyst is [OH-].[Na+]. (4) The reactants are [F:1][C:2]1[CH:7]=[C:6]([CH2:8]O)[CH:5]=[C:4]([F:10])[N:3]=1.C(N(CC)CC)C.CS(Cl)(=O)=O.[CH3:23][C:24]1[CH:25]=[C:26]([CH:39]=[C:40]([CH3:42])[CH:41]=1)[O:27][C:28]1[NH:33][C:32](=[O:34])[NH:31][C:30](=[O:35])[C:29]=1[CH:36]([CH3:38])[CH3:37].C(=O)([O-])[O-].[K+].[K+].[I-].[Li+]. The catalyst is C(Cl)(Cl)Cl.CN(C=O)C. The product is [F:1][C:2]1[CH:7]=[C:6]([CH2:8][N:33]2[C:28]([O:27][C:26]3[CH:25]=[C:24]([CH3:23])[CH:41]=[C:40]([CH3:42])[CH:39]=3)=[C:29]([CH:36]([CH3:37])[CH3:38])[C:30](=[O:35])[NH:31][C:32]2=[O:34])[CH:5]=[C:4]([F:10])[N:3]=1. The yield is 0.500. (5) The reactants are Br[C:2]1[CH:3]=[CH:4][C:5]2[S:9](=[O:11])(=[O:10])[N:8]([CH2:12][CH2:13][N:14]3[CH2:19][CH2:18][O:17][CH2:16][CH2:15]3)[CH:7]([CH3:20])[C:6]=2[CH:21]=1.[F:22][C:23]1[CH:31]=[C:30]2[C:26]([C:27](B3OC(C)(C)C(C)(C)O3)=[CH:28][N:29]2[C:32]([O:34][C:35]([CH3:38])([CH3:37])[CH3:36])=[O:33])=[CH:25][CH:24]=1.[O-]P([O-])([O-])=O.[K+].[K+].[K+]. The catalyst is O1CCOCC1.O.C1C=CC(P(C2C=CC=CC=2)[C-]2C=CC=C2)=CC=1.C1C=CC(P(C2C=CC=CC=2)[C-]2C=CC=C2)=CC=1.Cl[Pd]Cl.[Fe+2]. The product is [F:22][C:23]1[CH:31]=[C:30]2[C:26]([C:27]([C:2]3[CH:3]=[CH:4][C:5]4[S:9](=[O:11])(=[O:10])[N:8]([CH2:12][CH2:13][N:14]5[CH2:19][CH2:18][O:17][CH2:16][CH2:15]5)[CH:7]([CH3:20])[C:6]=4[CH:21]=3)=[CH:28][N:29]2[C:32]([O:34][C:35]([CH3:38])([CH3:37])[CH3:36])=[O:33])=[CH:25][CH:24]=1. The yield is 0.640. (6) The reactants are [CH3:1][O:2][C:3]1[CH:8]=[CH:7][C:6]([OH:9])=[CH:5][CH:4]=1.C([O-])([O-])=O.[K+].[K+].[C:16](OC(=O)C)(=[O:18])[CH3:17]. The catalyst is CC(C)=O. The product is [CH3:1][O:2][C:3]1[CH:8]=[CH:7][C:6]([O:9][C:16](=[O:18])[CH3:17])=[CH:5][CH:4]=1. The yield is 1.00.